This data is from Catalyst prediction with 721,799 reactions and 888 catalyst types from USPTO. The task is: Predict which catalyst facilitates the given reaction. (1) Product: [Br:8][C:5]1[CH:4]=[N:3][C:2]([N:14]2[CH2:15][CH2:16][C:11]([F:17])([F:10])[CH2:12][CH2:13]2)=[CH:7][N:6]=1. The catalyst class is: 16. Reactant: Br[C:2]1[CH:7]=[N:6][C:5]([Br:8])=[CH:4][N:3]=1.Cl.[F:10][C:11]1([F:17])[CH2:16][CH2:15][NH:14][CH2:13][CH2:12]1.C(=O)([O-])[O-].[Cs+].[Cs+].O. (2) Reactant: [N:1]1([CH2:6][CH2:7][CH2:8][CH2:9][NH:10][C:11]([C:13]2[CH:18]=[C:17]([O:19][C:20]3[CH:25]=[CH:24][C:23]([OH:26])=[CH:22][CH:21]=3)[CH:16]=[CH:15][N:14]=2)=[O:12])[CH2:5][CH2:4][CH2:3][CH2:2]1.[N+:27]([O-])([OH:29])=[O:28].C([O-])(O)=O.[Na+]. The catalyst class is: 52. Product: [N:1]1([CH2:6][CH2:7][CH2:8][CH2:9][NH:10][C:11]([C:13]2[CH:18]=[C:17]([O:19][C:20]3[CH:25]=[CH:24][C:23]([OH:26])=[C:22]([N+:27]([O-:29])=[O:28])[CH:21]=3)[CH:16]=[CH:15][N:14]=2)=[O:12])[CH2:5][CH2:4][CH2:3][CH2:2]1. (3) Product: [CH2:1]([N:8]1[CH2:13][CH2:12][NH:11][C@H:10]([CH2:21][C:22]2[O:23][C:24]([C:27]3[CH:32]=[CH:31][CH:30]=[CH:29][CH:28]=3)=[N:25][N:26]=2)[CH2:9]1)[C:2]1[CH:3]=[CH:4][CH:5]=[CH:6][CH:7]=1. The catalyst class is: 4. Reactant: [CH2:1]([N:8]1[CH2:13][CH2:12][N:11](C(OC(C)(C)C)=O)[C@H:10]([CH2:21][C:22]2[O:23][C:24]([C:27]3[CH:32]=[CH:31][CH:30]=[CH:29][CH:28]=3)=[N:25][N:26]=2)[CH2:9]1)[C:2]1[CH:7]=[CH:6][CH:5]=[CH:4][CH:3]=1.C(O)(C(F)(F)F)=O.C(=O)([O-])O.[Na+].C(=O)([O-])[O-].[K+].[K+].[Cl-].[Na+]. (4) The catalyst class is: 4. Product: [C:1]([O:5][C:6]([N:8]1[CH2:13][CH2:12][CH:11]([O:14][C:17]2[C:18]([C:19]([O:21][CH3:22])=[O:20])=[CH:23][C:24]([N+:26]([O-:28])=[O:27])=[CH:25][C:16]=2[Cl:15])[CH2:10][CH2:9]1)=[O:7])([CH3:4])([CH3:2])[CH3:3]. Reactant: [C:1]([O:5][C:6]([N:8]1[CH2:13][CH2:12][CH:11]([OH:14])[CH2:10][CH2:9]1)=[O:7])([CH3:4])([CH3:3])[CH3:2].[Cl:15][C:16]1[CH:25]=[C:24]([N+:26]([O-:28])=[O:27])[CH:23]=[C:18]([C:19]([O:21][CH3:22])=[O:20])[C:17]=1O.C1(P(C2C=CC=CC=2)C2C=CC=CC=2)C=CC=CC=1.N(C(OCC)=O)=NC(OCC)=O. (5) Reactant: [CH3:1][Si:2](Cl)([CH3:4])[CH3:3].[CH2:6]1[O:12][CH2:11][C@@H:9]([OH:10])[C@H:7]1[OH:8].C(N(CC)CC)C. Product: [CH3:1][Si:2]([CH3:4])([CH3:3])[O:8][CH:7]1[CH:9]([O:10][Si:2]([CH3:4])([CH3:3])[CH3:1])[CH2:11][O:12][CH2:6]1. The catalyst class is: 166. (6) Reactant: C(N(C(C)C)CC)(C)C.[NH2:10][C:11]1[CH:24]=[C:23]([Cl:25])[CH:22]=[CH:21][C:12]=1[O:13][CH:14]1[CH2:19][CH2:18][CH:17]([OH:20])[CH2:16][CH2:15]1.[N:26]1[N:30]2[CH:31]=[CH:32][CH:33]=[N:34][C:29]2=[C:28]([C:35](O)=[O:36])[CH:27]=1.CN(C(ON1N=NC2C=CC=CC1=2)=[N+](C)C)C.F[P-](F)(F)(F)(F)F. Product: [Cl:25][C:23]1[CH:22]=[CH:21][C:12]([O:13][CH:14]2[CH2:19][CH2:18][CH:17]([OH:20])[CH2:16][CH2:15]2)=[C:11]([NH:10][C:35]([C:28]2[CH:27]=[N:26][N:30]3[CH:31]=[CH:32][CH:33]=[N:34][C:29]=23)=[O:36])[CH:24]=1. The catalyst class is: 10. (7) Reactant: Br[CH2:2][C:3]([C@H:5]1[C@@H:9]2[C@@H:10]3[C@@:23]([CH3:26])([CH2:24][CH2:25][C@@:8]2([C:44]([O:46][Si](C(C)(C)C)(C)C)=[O:45])[CH2:7][CH2:6]1)[C@@:22]1([CH3:27])[C@@H:13]([C@:14]2([CH3:43])[C@@H:19]([CH2:20][CH2:21]1)[C:18]([CH3:29])([CH3:28])[C:17]([C:30]1[CH:35]=[CH:34][C:33]([C:36]([O:38][C:39]([CH3:42])([CH3:41])[CH3:40])=[O:37])=[CH:32][CH:31]=1)=[CH:16][CH2:15]2)[CH2:12][CH2:11]3)=[CH2:4].[CH2:54]([CH2:56][NH2:57])[OH:55]. Product: [C:39]([O:38][C:36]([C:33]1[CH:32]=[CH:31][C:30]([C:17]2[C:18]([CH3:29])([CH3:28])[C@H:19]3[C@:14]([CH3:43])([CH2:15][CH:16]=2)[C@@H:13]2[C@:22]([CH3:27])([C@@:23]4([CH3:26])[C@H:10]([CH2:11][CH2:12]2)[C@H:9]2[C@H:5]([C:3]([CH2:4][NH:57][CH2:56][CH2:54][OH:55])=[CH2:2])[CH2:6][CH2:7][C@:8]2([C:44]([OH:46])=[O:45])[CH2:25][CH2:24]4)[CH2:21][CH2:20]3)=[CH:35][CH:34]=1)=[O:37])([CH3:40])([CH3:41])[CH3:42]. The catalyst class is: 26.